The task is: Predict which catalyst facilitates the given reaction.. This data is from Catalyst prediction with 721,799 reactions and 888 catalyst types from USPTO. (1) Reactant: [F:1][C:2]1[C:11]([F:12])=[C:10]2[C:5]([CH2:6][CH2:7][CH2:8][O:9]2)=[CH:4][C:3]=1[OH:13].[CH2:14]([CH:17]1[CH2:22][CH2:21][CH:20]([CH:23](O)[C:24]#[CH:25])[CH2:19][CH2:18]1)[CH2:15][CH3:16].C1(P(C2C=CC=CC=2)C2C=CC=CC=2)C=CC=CC=1.CC(OC(/N=N/C(OC(C)C)=O)=O)C.[Cl-].[Na+]. Product: [F:1][C:2]1[C:11]([F:12])=[C:10]2[C:5]([CH2:6][CH2:7][CH2:8][O:9]2)=[CH:4][C:3]=1[O:13][CH:14]([CH:17]1[CH2:18][CH2:19][CH:20]([CH2:23][CH2:24][CH3:25])[CH2:21][CH2:22]1)[C:15]#[CH:16]. The catalyst class is: 1. (2) Reactant: B(Br)(Br)Br.[CH2:5]([C:7]1[C:8]([NH:25][CH:26]([CH2:29][CH3:30])[CH2:27][CH3:28])=[N:9][C:10]([CH2:23][CH3:24])=[C:11]([C:13]2[CH:18]=[CH:17][C:16]([O:19]C)=[CH:15][C:14]=2[O:21]C)[N:12]=1)[CH3:6]. Product: [CH2:5]([C:7]1[C:8]([NH:25][CH:26]([CH2:29][CH3:30])[CH2:27][CH3:28])=[N:9][C:10]([CH2:23][CH3:24])=[C:11]([C:13]2[CH:18]=[CH:17][C:16]([OH:19])=[CH:15][C:14]=2[OH:21])[N:12]=1)[CH3:6]. The catalyst class is: 4. (3) Reactant: [C:1]([NH:4][CH:5]1[CH2:10][CH2:9][NH:8][CH2:7][CH2:6]1)(=[O:3])[CH3:2].F[C:12]1[CH:19]=[CH:18][C:15]([CH:16]=[O:17])=[CH:14][CH:13]=1.C([O-])([O-])=O.[K+].[K+]. The catalyst class is: 18. Product: [CH:16]([C:15]1[CH:18]=[CH:19][C:12]([N:8]2[CH2:9][CH2:10][CH:5]([NH:4][C:1](=[O:3])[CH3:2])[CH2:6][CH2:7]2)=[CH:13][CH:14]=1)=[O:17]. (4) Reactant: C([N:8](CC1C=CC=CC=1)[S:9]([CH2:12][CH2:13][N:14]1[C:18]([C:19]2[CH:24]=[CH:23][C:22]([F:25])=[CH:21][CH:20]=2)=[C:17]([Br:26])[C:16]([CH3:27])=[N:15]1)(=[O:11])=[O:10])C1C=CC=CC=1.OS(O)(=O)=O.C(O)C.[OH-].[Na+]. Product: [Br:26][C:17]1[C:16]([CH3:27])=[N:15][N:14]([CH2:13][CH2:12][S:9]([NH2:8])(=[O:11])=[O:10])[C:18]=1[C:19]1[CH:20]=[CH:21][C:22]([F:25])=[CH:23][CH:24]=1. The catalyst class is: 13. (5) Reactant: C[O:2][C:3]1[CH:8]=[C:7]([O:9]C)[CH:6]=[CH:5][C:4]=1[C:11]([C:13]1[CH:18]=[CH:17][C:16]([N+:19]([O-:21])=[O:20])=[CH:15][C:14]=1[O:22]C)=[O:12].B(Br)(Br)Br.CCCCCC.CCOC(C)=O. Product: [OH:2][C:3]1[CH:8]=[C:7]([OH:9])[CH:6]=[CH:5][C:4]=1[C:11]([C:13]1[CH:18]=[CH:17][C:16]([N+:19]([O-:21])=[O:20])=[CH:15][C:14]=1[OH:22])=[O:12]. The catalyst class is: 2.